From a dataset of Reaction yield outcomes from USPTO patents with 853,638 reactions. Predict the reaction yield, written as a fraction of the theoretical maximum amount of product (1.0 means a 100% yield; for example, 0.34 means a 34% yield). (1) The reactants are [F:1][C:2]([CH3:28])([CH3:27])[CH2:3][N:4]1[CH2:9][CH2:8][CH:7]([CH2:10][O:11][C:12]2[N:17]=[CH:16][C:15]([C:18]3[CH:26]=[CH:25][C:21]([C:22](O)=[O:23])=[CH:20][CH:19]=3)=[CH:14][CH:13]=2)[CH2:6][CH2:5]1.[NH:29]1[CH2:33][CH2:32][CH2:31][C@@H:30]1[CH2:34][OH:35].C1CN([P+](ON2N=NC3C=CC=CC2=3)(N2CCCC2)N2CCCC2)CC1.F[P-](F)(F)(F)(F)F.CCN(C(C)C)C(C)C. The catalyst is CN(C=O)C.O. The product is [F:1][C:2]([CH3:28])([CH3:27])[CH2:3][N:4]1[CH2:9][CH2:8][CH:7]([CH2:10][O:11][C:12]2[N:17]=[CH:16][C:15]([C:18]3[CH:19]=[CH:20][C:21]([C:22]([N:29]4[CH2:33][CH2:32][CH2:31][C@@H:30]4[CH2:34][OH:35])=[O:23])=[CH:25][CH:26]=3)=[CH:14][CH:13]=2)[CH2:6][CH2:5]1. The yield is 0.540. (2) The reactants are Cl[C:2]1[N:6]2[CH:7]=[C:8]([F:11])[CH:9]=[CH:10][C:5]2=[N:4][N:3]=1.[OH:12][C@@H:13]1[CH2:17][CH2:16][NH:15][CH2:14]1.N. The catalyst is CN1C(=O)CCC1.CO.C(Cl)Cl. The product is [F:11][C:8]1[CH:9]=[CH:10][C:5]2[N:6]([C:2]([N:15]3[CH2:16][CH2:17][C@@H:13]([OH:12])[CH2:14]3)=[N:3][N:4]=2)[CH:7]=1. The yield is 0.440. (3) The reactants are [C:1]1([CH3:7])[CH:6]=[CH:5][CH:4]=[CH:3][CH:2]=1.[CH3:8][O:9][C:10]1[CH:15]=[CH:14][CH:13]=[C:12]([NH2:16])[CH:11]=1.Cl.[C:18]1([O:24]C2C=CC=CC=2)C=CC=C[CH:19]=1. The catalyst is O1CCOCC1. The product is [CH3:8][O:9][C:10]1[CH:11]=[C:12]2[C:13]([C:18]([OH:24])=[CH:19][C:7]([C:1]3[CH:6]=[CH:5][CH:4]=[CH:3][CH:2]=3)=[N:16]2)=[CH:14][CH:15]=1. The yield is 0.170. (4) The reactants are N[C@@H:2]1[CH2:7][CH2:6][N:5]([C:8]([O:10][C:11]([CH3:14])([CH3:13])[CH3:12])=[O:9])[CH2:4][C@@H:3]1[C:15]([O:17][CH3:18])=[O:16].C(N(CC)CC)C.Cl[C:27]([O:29][CH2:30][C:31]1[CH:36]=[CH:35][CH:34]=[CH:33][CH:32]=1)=[O:28]. The catalyst is C(Cl)Cl. The product is [CH2:30]([O:29][C:27]([C@@H:2]1[CH2:7][CH2:6][N:5]([C:8]([O:10][C:11]([CH3:14])([CH3:13])[CH3:12])=[O:9])[CH2:4][C@H:3]1[C:15]([O:17][CH3:18])=[O:16])=[O:28])[C:31]1[CH:36]=[CH:35][CH:34]=[CH:33][CH:32]=1. The yield is 0.750. (5) The reactants are [OH:1][C:2]1[CH:3]=[N:4][CH:5]=[CH:6][CH:7]=1.[H-].[Na+].[Cl:10][CH2:11][CH2:12][CH2:13]I.O. The catalyst is CN(C)C=O.[Na+].[Cl-]. The product is [Cl:10][CH2:11][CH2:12][CH2:13][O:1][C:2]1[CH:3]=[N:4][CH:5]=[CH:6][CH:7]=1. The yield is 0.873. (6) The reactants are [O:1]=[C:2]1[C:7]([CH2:8][C:9]2[CH:14]=[CH:13][C:12]([C:15]3[C:16]([C:21]#[N:22])=[CH:17][CH:18]=[CH:19][CH:20]=3)=[CH:11][CH:10]=2)=[C:6]([CH2:23][CH2:24][CH3:25])[N:5]2[N:26]=[CH:27][N:28]=[C:4]2[NH:3]1.Br[CH2:30][CH:31]1[CH2:33][CH2:32]1.C(=O)([O-])[O-].[K+].[K+].CN(C)C(=O)C. The catalyst is C(OCC)(=O)C. The product is [CH:31]1([CH2:30][N:3]2[C:2](=[O:1])[C:7]([CH2:8][C:9]3[CH:10]=[CH:11][C:12]([C:15]4[C:16]([C:21]#[N:22])=[CH:17][CH:18]=[CH:19][CH:20]=4)=[CH:13][CH:14]=3)=[C:6]([CH2:23][CH2:24][CH3:25])[N:5]3[N:26]=[CH:27][N:28]=[C:4]23)[CH2:33][CH2:32]1. The yield is 0.930.